From a dataset of Retrosynthesis with 50K atom-mapped reactions and 10 reaction types from USPTO. Predict the reactants needed to synthesize the given product. (1) Given the product Clc1nc(N2CCOCC2)c2sc(CN3CCCCC3)cc2n1, predict the reactants needed to synthesize it. The reactants are: C1CCNCC1.O=Cc1cc2nc(Cl)nc(N3CCOCC3)c2s1. (2) Given the product CN(c1cccc(NC(=O)CN2C(=O)N(CC(=O)C(C)(C)C)c3ccccc3N(C3CCCCC3)C2=O)c1)c1nn[nH]n1, predict the reactants needed to synthesize it. The reactants are: CC(C)(C)C(=O)CN1C(=O)N(CC(=O)O)C(=O)N(C2CCCCC2)c2ccccc21.CN(c1cccc(N)c1)c1nn[nH]n1.